This data is from Full USPTO retrosynthesis dataset with 1.9M reactions from patents (1976-2016). The task is: Predict the reactants needed to synthesize the given product. (1) Given the product [CH:1](=[N:10][OH:11])[C:2]1[CH:7]=[CH:6][CH:5]=[CH:4][CH:3]=1, predict the reactants needed to synthesize it. The reactants are: [CH:1](=O)[C:2]1[CH:7]=[CH:6][CH:5]=[CH:4][CH:3]=1.Cl.[NH2:10][OH:11]. (2) Given the product [N:46]1[C:45]2[NH:49][CH:50]=[CH:51][C:44]=2[C:43]([O:42][C@H:38]2[CH2:39][CH2:40][CH2:41][N:36]([C:11](=[O:13])[CH2:10][NH:9][C:4]3[CH:5]=[C:6]([F:8])[CH:7]=[C:2]([Cl:1])[CH:3]=3)[CH2:37]2)=[N:48][CH:47]=1, predict the reactants needed to synthesize it. The reactants are: [Cl:1][C:2]1[CH:3]=[C:4]([NH:9][CH2:10][C:11]([OH:13])=O)[CH:5]=[C:6]([F:8])[CH:7]=1.C1C=CC2N(O)N=NC=2C=1.CCN=C=NCCCN(C)C.Cl.[NH:36]1[CH2:41][CH2:40][CH2:39][C@H:38]([O:42][C:43]2[C:44]3[CH:51]=[CH:50][NH:49][C:45]=3[N:46]=[CH:47][N:48]=2)[CH2:37]1.CCN(CC)CC. (3) Given the product [OH:10][C:11]12[CH2:17][C:14]([CH2:18][CH2:19][CH2:20][C:21]([O:23][CH3:28])=[O:22])([CH2:13][CH2:12]1)[CH2:15][CH2:16]2, predict the reactants needed to synthesize it. The reactants are: O[Li].O.FC1C=C(C=C(F)C=1)C([O:10][C:11]12[CH2:17][C:14]([CH2:18][CH2:19][CH2:20][C:21]([OH:23])=[O:22])([CH2:15][CH2:16]1)[CH2:13][CH2:12]2)=O.[CH2:28]1COCC1. (4) Given the product [Br:1][C:2]1[CH:3]=[C:4]([F:14])[C:5]2[CH2:10][O:9][CH:8]([CH2:11][NH:18][CH2:15][CH2:16][CH3:17])[O:7][C:6]=2[CH:13]=1, predict the reactants needed to synthesize it. The reactants are: [Br:1][C:2]1[CH:3]=[C:4]([F:14])[C:5]2[CH2:10][O:9][CH:8]([CH2:11]Br)[O:7][C:6]=2[CH:13]=1.[CH2:15]([NH2:18])[CH2:16][CH3:17].